From a dataset of NCI-60 drug combinations with 297,098 pairs across 59 cell lines. Regression. Given two drug SMILES strings and cell line genomic features, predict the synergy score measuring deviation from expected non-interaction effect. (1) Drug 1: C1=CC=C(C=C1)NC(=O)CCCCCCC(=O)NO. Drug 2: C#CCC(CC1=CN=C2C(=N1)C(=NC(=N2)N)N)C3=CC=C(C=C3)C(=O)NC(CCC(=O)O)C(=O)O. Cell line: TK-10. Synergy scores: CSS=55.1, Synergy_ZIP=3.68, Synergy_Bliss=0.942, Synergy_Loewe=1.87, Synergy_HSA=1.26. (2) Drug 1: CC=C1C(=O)NC(C(=O)OC2CC(=O)NC(C(=O)NC(CSSCCC=C2)C(=O)N1)C(C)C)C(C)C. Drug 2: CC1=C(C(=CC=C1)Cl)NC(=O)C2=CN=C(S2)NC3=CC(=NC(=N3)C)N4CCN(CC4)CCO. Cell line: HCT-15. Synergy scores: CSS=6.16, Synergy_ZIP=-3.16, Synergy_Bliss=-2.30, Synergy_Loewe=1.14, Synergy_HSA=-0.561. (3) Drug 1: CC(C)(C#N)C1=CC(=CC(=C1)CN2C=NC=N2)C(C)(C)C#N. Synergy scores: CSS=-0.421, Synergy_ZIP=0.237, Synergy_Bliss=1.20, Synergy_Loewe=-2.18, Synergy_HSA=-1.57. Drug 2: C1=NC2=C(N=C(N=C2N1C3C(C(C(O3)CO)O)F)Cl)N. Cell line: SF-268. (4) Drug 1: CC(C)NC(=O)C1=CC=C(C=C1)CNNC.Cl. Drug 2: CC(C)CN1C=NC2=C1C3=CC=CC=C3N=C2N. Cell line: A549. Synergy scores: CSS=4.23, Synergy_ZIP=-2.42, Synergy_Bliss=-1.87, Synergy_Loewe=-0.630, Synergy_HSA=-0.581. (5) Drug 1: CN(C)N=NC1=C(NC=N1)C(=O)N. Drug 2: C(=O)(N)NO. Cell line: SK-MEL-28. Synergy scores: CSS=-2.04, Synergy_ZIP=0.842, Synergy_Bliss=-0.209, Synergy_Loewe=-1.43, Synergy_HSA=-2.31. (6) Drug 1: CCC1(CC2CC(C3=C(CCN(C2)C1)C4=CC=CC=C4N3)(C5=C(C=C6C(=C5)C78CCN9C7C(C=CC9)(C(C(C8N6C=O)(C(=O)OC)O)OC(=O)C)CC)OC)C(=O)OC)O.OS(=O)(=O)O. Drug 2: CC1CCC2CC(C(=CC=CC=CC(CC(C(=O)C(C(C(=CC(C(=O)CC(OC(=O)C3CCCCN3C(=O)C(=O)C1(O2)O)C(C)CC4CCC(C(C4)OC)OCCO)C)C)O)OC)C)C)C)OC. Cell line: 786-0. Synergy scores: CSS=1.76, Synergy_ZIP=0.192, Synergy_Bliss=3.44, Synergy_Loewe=-1.33, Synergy_HSA=0.196. (7) Drug 1: C1CN1C2=NC(=NC(=N2)N3CC3)N4CC4. Drug 2: CC12CCC3C(C1CCC2=O)CC(=C)C4=CC(=O)C=CC34C. Cell line: EKVX. Synergy scores: CSS=6.33, Synergy_ZIP=-6.76, Synergy_Bliss=-4.05, Synergy_Loewe=-3.50, Synergy_HSA=-3.21.